Dataset: Forward reaction prediction with 1.9M reactions from USPTO patents (1976-2016). Task: Predict the product of the given reaction. (1) Given the reactants [N:1]1([C:7]([C:9]2[S:17][C:12]3=[CH:13][N:14]=[CH:15][CH:16]=[C:11]3[C:10]=2[NH:18]C(=O)OC(C)(C)C)=[O:8])[CH2:6][CH2:5][O:4][CH2:3][CH2:2]1.C(O)(C(F)(F)F)=O, predict the reaction product. The product is: [NH2:18][C:10]1[C:11]2[C:12](=[CH:13][N:14]=[CH:15][CH:16]=2)[S:17][C:9]=1[C:7]([N:1]1[CH2:2][CH2:3][O:4][CH2:5][CH2:6]1)=[O:8]. (2) Given the reactants [C:1]([C:3]1[N:7]2[CH2:8][CH2:9][N:10]([C:12]([O:14][C:15]([CH3:18])([CH3:17])[CH3:16])=[O:13])[CH2:11][C:6]2=[C:5]([C:19]([N:21]2C=CN=C2)=[O:20])[C:4]=1[C:26]1[CH:31]=[CH:30][CH:29]=[C:28]([F:32])[CH:27]=1)#[N:2].N, predict the reaction product. The product is: [C:19]([C:5]1[C:4]([C:26]2[CH:31]=[CH:30][CH:29]=[C:28]([F:32])[CH:27]=2)=[C:3]([C:1]#[N:2])[N:7]2[CH2:8][CH2:9][N:10]([C:12]([O:14][C:15]([CH3:18])([CH3:17])[CH3:16])=[O:13])[CH2:11][C:6]=12)(=[O:20])[NH2:21].